From a dataset of Reaction yield outcomes from USPTO patents with 853,638 reactions. Predict the reaction yield, written as a fraction of the theoretical maximum amount of product (1.0 means a 100% yield; for example, 0.34 means a 34% yield). (1) The yield is 0.930. The product is [CH3:13][O:12][C:10]([CH2:9][NH:8][C:5]1[N:6]=[CH:7][C:2](/[CH:16]=[CH:15]/[C:14]([O:18][C:19]([CH3:22])([CH3:21])[CH3:20])=[O:17])=[CH:3][CH:4]=1)=[O:11]. The reactants are Br[C:2]1[CH:3]=[CH:4][C:5]([NH:8][CH2:9][C:10]([O:12][CH3:13])=[O:11])=[N:6][CH:7]=1.[C:14]([O:18][C:19]([CH3:22])([CH3:21])[CH3:20])(=[O:17])[CH:15]=[CH2:16].CCN(C(C)C)C(C)C.CC1C=CC=CC=1P(C1C=CC=CC=1C)C1C=CC=CC=1C. The catalyst is C(#N)CC.CC([O-])=O.CC([O-])=O.[Pd+2]. (2) The reactants are Cl.[Br:2][C:3]1[CH:4]=[C:5]([OH:16])[C:6]([NH:9][C:10]2[S:11][CH:12]=[C:13]([CH3:15])[N:14]=2)=[N:7][CH:8]=1.Br[CH:18]1[CH2:22][CH2:21][N:20]([C:23]([O:25][C:26]([CH3:29])([CH3:28])[CH3:27])=[O:24])[CH2:19]1.C([O-])([O-])=O.[K+].[K+].CN(C=O)C. The catalyst is O. The product is [Br:2][C:3]1[CH:4]=[C:5]([O:16][CH:22]2[CH2:18][CH2:19][N:20]([C:23]([O:25][C:26]([CH3:29])([CH3:28])[CH3:27])=[O:24])[CH2:21]2)[C:6]([NH:9][C:10]2[S:11][CH:12]=[C:13]([CH3:15])[N:14]=2)=[N:7][CH:8]=1. The yield is 0.414. (3) The reactants are [F:1][C:2]1[CH:16]=[CH:15][C:5]([O:6][C:7]2[CH:8]=[C:9]([CH2:13][NH2:14])[CH:10]=[CH:11][CH:12]=2)=[CH:4][CH:3]=1.[C:17]1([CH2:23][CH2:24][CH2:25][CH:26]=O)[CH:22]=[CH:21][CH:20]=[CH:19][CH:18]=1.[BH4-].[Na+]. The catalyst is CO. The product is [F:1][C:2]1[CH:16]=[CH:15][C:5]([O:6][C:7]2[CH:8]=[C:9]([CH:10]=[CH:11][CH:12]=2)[CH2:13][NH:14][CH2:26][CH2:25][CH2:24][CH2:23][C:17]2[CH:22]=[CH:21][CH:20]=[CH:19][CH:18]=2)=[CH:4][CH:3]=1. The yield is 0.620. (4) The reactants are [CH3:1][C:2]1[CH:11]=[CH:10][C:9]2[C:4](=[C:5]([OH:12])[CH:6]=[CH:7][CH:8]=2)[N:3]=1.[C:13](Cl)(=[O:15])[CH3:14].[Cl-].[Al+3].[Cl-].[Cl-].Cl. The catalyst is [N+](C1C=CC=CC=1)([O-])=O.O. The product is [OH:12][C:5]1[CH:6]=[CH:7][C:8]([C:13](=[O:15])[CH3:14])=[C:9]2[C:4]=1[N:3]=[C:2]([CH3:1])[CH:11]=[CH:10]2. The yield is 0.700. (5) The reactants are C(=O)([O-])[O-].[K+].[K+].[C:15](O[C:15]([O:17][C:18]([CH3:21])([CH3:20])[CH3:19])=[O:16])([O:17][C:18]([CH3:21])([CH3:20])[CH3:19])=[O:16].[CH3:22][CH:23]1[NH:27][CH2:26][CH:25]([CH2:28][OH:29])[CH2:24]1. The yield is 0.740. The catalyst is O1CCCC1.O. The product is [OH:29][CH2:28][CH:25]1[CH2:26][N:27]([C:15]([O:17][C:18]([CH3:19])([CH3:20])[CH3:21])=[O:16])[CH:23]([CH3:22])[CH2:24]1. (6) The reactants are [CH2:1]([O:4][C:5]([NH:7][C:8]1[N:13]=[CH:12][C:11]([C:14]([O:16]C)=O)=[CH:10][CH:9]=1)=[O:6])[CH:2]=[CH2:3].N1([C:24]2[N:29]=[CH:28][C:27]([C:30](OC)=O)=[CH:26][CH:25]=2)CCOCC1. No catalyst specified. The product is [CH3:5][O:4][C:1]1[CH:30]=[C:27]([CH2:26][CH2:25][C:24]2[CH:9]=[C:8]([NH:13][C:14]([C:11]3[CH:10]=[CH:9][C:8]([NH:7][C:5](=[O:6])[O:4][CH2:1][CH:2]=[CH2:3])=[N:13][CH:12]=3)=[O:16])[NH:7][N:29]=2)[CH:28]=[CH:3][CH:2]=1. The yield is 0.370. (7) The reactants are [F:1][C:2]([F:13])([C:6]1[CH:11]=[CH:10][C:9]([F:12])=[CH:8][N:7]=1)[C:3]([OH:5])=O.P(Cl)(Cl)(Cl)=O.Cl.[NH2:20][CH2:21][C:22]1[CH:23]=[C:24]2[C:28](=[CH:29][CH:30]=1)[C:27](=[O:31])[N:26]([CH:32]1[CH2:37][CH2:36][C:35](=[O:38])[NH:34][C:33]1=[O:39])[CH2:25]2.C(=O)(O)[O-].[Na+]. The catalyst is N1C=CC=CC=1. The product is [O:39]=[C:33]1[CH:32]([N:26]2[CH2:25][C:24]3[C:28](=[CH:29][CH:30]=[C:22]([CH2:21][NH:20][C:3](=[O:5])[C:2]([F:1])([F:13])[C:6]4[CH:11]=[CH:10][C:9]([F:12])=[CH:8][N:7]=4)[CH:23]=3)[C:27]2=[O:31])[CH2:37][CH2:36][C:35](=[O:38])[NH:34]1. The yield is 0.140. (8) The reactants are [CH3:1][O:2][C:3]1[CH:11]=[C:7]([C:8]([OH:10])=O)[C:6]([OH:12])=[CH:5][CH:4]=1.[F:13][C:14]([F:27])([F:26])[C:15]1[CH:16]=[C:17]([CH:19]=[C:20]([C:22]([F:25])([F:24])[F:23])[CH:21]=1)[NH2:18]. No catalyst specified. The product is [F:13][C:14]([F:26])([F:27])[C:15]1[CH:16]=[C:17]([NH:18][C:8](=[O:10])[C:7]2[CH:11]=[C:3]([O:2][CH3:1])[CH:4]=[CH:5][C:6]=2[OH:12])[CH:19]=[C:20]([C:22]([F:23])([F:25])[F:24])[CH:21]=1. The yield is 0.568.